This data is from Blood-brain barrier permeability regression values from the B3DB database. The task is: Regression/Classification. Given a drug SMILES string, predict its absorption, distribution, metabolism, or excretion properties. Task type varies by dataset: regression for continuous measurements (e.g., permeability, clearance, half-life) or binary classification for categorical outcomes (e.g., BBB penetration, CYP inhibition). For this dataset (b3db_regression), we predict Y. (1) The molecule is CC(C)(C)C1=CC(=CC(=C1O)C(C)(C)C)CN2CCN(CC2)CC(C3=CC=C(C=C3)Cl)O. The Y is 0.910 log(BB ratio). (2) The compound is CCN(CC)CCOC(=O)C1=CC=C(C=C1)N. The Y is 0.0500 log(BB ratio).